Dataset: Full USPTO retrosynthesis dataset with 1.9M reactions from patents (1976-2016). Task: Predict the reactants needed to synthesize the given product. (1) Given the product [NH:8]1[CH2:13][CH2:12][C:11]2([C:22]3[C:17](=[CH:18][CH:19]=[CH:20][CH:21]=3)[CH2:16][CH2:15][CH2:14]2)[CH2:10][CH2:9]1, predict the reactants needed to synthesize it. The reactants are: C([N:8]1[CH2:13][CH2:12][C:11]2([C:22]3[C:17](=[CH:18][CH:19]=[CH:20][CH:21]=3)[CH2:16][CH2:15][CH2:14]2)[CH2:10][CH2:9]1)C1C=CC=CC=1.C([O-])=O.[NH4+]. (2) Given the product [F:30][C:31]([F:50])([F:49])[S:32]([O:29][C:26]1[CH2:27][CH2:28][C:23]2([CH2:19][CH2:20][CH2:21][CH2:22]2)[CH2:24][CH:25]=1)(=[O:34])=[O:33], predict the reactants needed to synthesize it. The reactants are: [Li]CCCC.CCCCCC.C(NC(C)C)(C)C.[CH2:19]1[C:23]2([CH2:28][CH2:27][C:26](=[O:29])[CH2:25][CH2:24]2)[CH2:22][CH2:21][CH2:20]1.[F:30][C:31]([F:50])([F:49])[S:32](N(C1C=CC=CN=1)[S:32]([C:31]([F:50])([F:49])[F:30])(=[O:34])=[O:33])(=[O:34])=[O:33].